Dataset: Full USPTO retrosynthesis dataset with 1.9M reactions from patents (1976-2016). Task: Predict the reactants needed to synthesize the given product. Given the product [C:1]1([C:7]2[S:8][CH:9]=[C:10]([CH:12]=[O:13])[N:11]=2)[CH:2]=[CH:3][CH:4]=[CH:5][CH:6]=1, predict the reactants needed to synthesize it. The reactants are: [C:1]1([C:7]2[S:8][CH:9]=[C:10]([CH2:12][OH:13])[N:11]=2)[CH:6]=[CH:5][CH:4]=[CH:3][CH:2]=1.